Dataset: Reaction yield outcomes from USPTO patents with 853,638 reactions. Task: Predict the reaction yield, written as a fraction of the theoretical maximum amount of product (1.0 means a 100% yield; for example, 0.34 means a 34% yield). (1) The reactants are [C:1]([O:5][C:6](=[O:16])[NH:7][C@H:8]([CH:13]([CH3:15])[CH3:14])[C:9](=[O:12])[CH:10]=[CH2:11])([CH3:4])([CH3:3])[CH3:2].I[C:18]1[CH:19]=[C:20]([O:24][CH3:25])[CH:21]=[CH:22][CH:23]=1.C(N(CC)CC)C. The catalyst is C(#N)C.C([O-])(=O)C.[Pd+2].C([O-])(=O)C. The product is [C:1]([O:5][C:6](=[O:16])[NH:7][C@H:8]([CH:13]([CH3:14])[CH3:15])[C:9](=[O:12])/[CH:10]=[CH:11]/[C:18]1[CH:23]=[CH:22][CH:21]=[C:20]([O:24][CH3:25])[CH:19]=1)([CH3:4])([CH3:3])[CH3:2]. The yield is 0.880. (2) The reactants are [Cl-].[F:2][C:3]1[CH:4]=[C:5]([CH:18]=[CH:19][C:20]=1[N:21]1[CH:25]=[N:24][N:23]=[N:22]1)[CH2:6][O:7][CH2:8][C@@H:9]1[CH2:11][C@@H:10]1[CH:12]1[CH2:17][CH2:16][NH2+:15][CH2:14][CH2:13]1.Cl[C:27]1[N:32]=[CH:31][C:30]([CH2:33][O:34][CH3:35])=[CH:29][N:28]=1.C(=O)([O-])[O-].[Cs+].[Cs+]. The catalyst is CN(C=O)C.CCOC(C)=O.O. The product is [F:2][C:3]1[CH:4]=[C:5]([CH:18]=[CH:19][C:20]=1[N:21]1[CH:25]=[N:24][N:23]=[N:22]1)[CH2:6][O:7][CH2:8][C@@H:9]1[CH2:11][C@@H:10]1[CH:12]1[CH2:17][CH2:16][N:15]([C:27]2[N:32]=[CH:31][C:30]([CH2:33][O:34][CH3:35])=[CH:29][N:28]=2)[CH2:14][CH2:13]1. The yield is 0.570. (3) The reactants are Br[C:2]1[CH:27]=[CH:26][C:5]2[C:6]3[N:7]([CH:11]=[C:12]([C:14]4[N:18]([C:19]5[CH:24]=[CH:23][CH:22]=[CH:21][C:20]=5[Cl:25])[N:17]=[CH:16][N:15]=4)[N:13]=3)[CH2:8][CH2:9][O:10][C:4]=2[CH:3]=1.[Cl:28][C:29]1[CH:34]=[CH:33][C:32](B(O)O)=[CH:31][CH:30]=1.C([O-])([O-])=O.[Cs+].[Cs+]. The catalyst is O1CCOCC1.O. The product is [Cl:28][C:29]1[CH:34]=[CH:33][C:32]([C:2]2[CH:27]=[CH:26][C:5]3[C:6]4[N:7]([CH:11]=[C:12]([C:14]5[N:18]([C:19]6[CH:24]=[CH:23][CH:22]=[CH:21][C:20]=6[Cl:25])[N:17]=[CH:16][N:15]=5)[N:13]=4)[CH2:8][CH2:9][O:10][C:4]=3[CH:3]=2)=[CH:31][CH:30]=1. The yield is 0.200. (4) The reactants are [CH3:1][C:2]1[CH:3]=[C:4]([N+:9]([O-])=O)[C:5]([NH2:8])=[N:6][CH:7]=1.[H][H]. The catalyst is CO.CCOC(C)=O.[Pd]. The product is [CH3:1][C:2]1[CH:3]=[C:4]([NH2:9])[C:5]([NH2:8])=[N:6][CH:7]=1. The yield is 0.820. (5) The reactants are [NH2:1][C:2]1[N:10]=[C:9]([CH3:11])[CH:8]=[CH:7][C:3]=1[C:4](O)=[O:5].[CH:12]([NH2:14])=O. No catalyst specified. The product is [CH3:11][C:9]1[CH:8]=[CH:7][C:3]2[C:4]([OH:5])=[N:14][CH:12]=[N:1][C:2]=2[N:10]=1. The yield is 0.510. (6) The reactants are [O:1]=[C:2]1[NH:7][C:6]2[CH:8]=[C:9]([C:12](OC)=[O:13])[CH:10]=[N:11][C:5]=2[N:4]2[CH2:16][CH2:17][CH2:18][CH2:19][CH:3]12.[H-].[Na+].[H-].[Al+3].[Li+].[H-].[H-].[H-].CO. The catalyst is O1CCCC1.O.C(OCC)(=O)C. The product is [OH:13][CH2:12][C:9]1[CH:10]=[N:11][C:5]2[N:4]3[CH2:16][CH2:17][CH2:18][CH2:19][CH:3]3[C:2](=[O:1])[NH:7][C:6]=2[CH:8]=1. The yield is 0.960. (7) The reactants are [CH2:1]([CH:3]([C:6]1[C:10]([CH2:11][CH2:12][CH2:13][OH:14])=[CH:9][N:8]([C:15]2[N:16]=[N:17][C:18]([C:21]([F:24])([F:23])[F:22])=[CH:19][CH:20]=2)[N:7]=1)[CH2:4][CH3:5])[CH3:2].[CH2:25]([C:27]1[C:28](O)=[C:29]([CH2:33][C:34]([O:36]C)=[O:35])[CH:30]=[CH:31][CH:32]=1)[CH3:26].C(P(CCCC)CCCC)CCC.N(C(N1CCCCC1)=O)=NC(N1CCCCC1)=O. The catalyst is O1CCCC1. The product is [CH2:25]([C:27]1[C:28]([O:14][CH2:13][CH2:12][CH2:11][C:10]2[C:6]([CH:3]([CH2:4][CH3:5])[CH2:1][CH3:2])=[N:7][N:8]([C:15]3[N:16]=[N:17][C:18]([C:21]([F:22])([F:24])[F:23])=[CH:19][CH:20]=3)[CH:9]=2)=[C:29]([CH2:33][C:34]([OH:36])=[O:35])[CH:30]=[CH:31][CH:32]=1)[CH3:26]. The yield is 0.600. (8) The reactants are [N+:1]([C:4]1[CH:5]=[CH:6][C:7]2[O:12][CH2:11][CH:10]([CH2:13][OH:14])[O:9][C:8]=2[CH:15]=1)([O-])=O. The catalyst is CO.[Pd]. The product is [NH2:1][C:4]1[CH:5]=[CH:6][C:7]2[O:12][CH2:11][CH:10]([CH2:13][OH:14])[O:9][C:8]=2[CH:15]=1. The yield is 0.860. (9) The reactants are [C:1]([O:5][C:6]([NH:8][C@@H:9]([C:13]([OH:16])([CH3:15])[CH3:14])[C:10]([OH:12])=[O:11])=[O:7])([CH3:4])([CH3:3])[CH3:2].[H-].[Na+].I[CH3:20]. The catalyst is C1COCC1. The product is [C:1]([O:5][C:6]([NH:8][C@@H:9]([C:13]([O:16][CH3:20])([CH3:15])[CH3:14])[C:10]([OH:12])=[O:11])=[O:7])([CH3:4])([CH3:2])[CH3:3]. The yield is 0.430. (10) The reactants are [Cl:1][C:2]1[CH:3]=[C:4]([C:11]2[CH:16]=[CH:15][C:14]([CH:17]([NH:19][S@@](C(C)(C)C)=O)[CH3:18])=[CH:13][CH:12]=2)[C:5]([O:8][CH2:9][CH3:10])=[N:6][CH:7]=1.Cl. The catalyst is CO.C(OCC)C. The product is [Cl:1][C:2]1[CH:3]=[C:4]([C:11]2[CH:16]=[CH:15][C:14]([C@H:17]([NH2:19])[CH3:18])=[CH:13][CH:12]=2)[C:5]([O:8][CH2:9][CH3:10])=[N:6][CH:7]=1. The yield is 0.450.